This data is from Reaction yield outcomes from USPTO patents with 853,638 reactions. The task is: Predict the reaction yield, written as a fraction of the theoretical maximum amount of product (1.0 means a 100% yield; for example, 0.34 means a 34% yield). (1) The reactants are Cl.[Cl:2][C:3]1[CH:8]=[CH:7][N:6]=[C:5]([C:9]([O:11]C)=O)[CH:4]=1.[Cl-].[NH4+:14].CCOC(C)=O.O. The catalyst is N. The product is [Cl:2][C:3]1[CH:8]=[CH:7][N:6]=[C:5]([C:9]([NH2:14])=[O:11])[CH:4]=1. The yield is 0.803. (2) The reactants are Cl[C:2]1[CH:7]=[CH:6][CH:5]=[C:4]([C:8]#[N:9])[N:3]=1.[O-:10][CH2:11][CH3:12].[Na+]. The catalyst is O1CCCC1. The product is [C:8]([C:4]1[CH:5]=[CH:6][CH:7]=[C:2]([O:10][CH2:11][CH3:12])[N:3]=1)#[N:9]. The yield is 0.140. (3) The reactants are [CH2:1]([C@@H:8]1[NH:13][CH2:12][CH2:11][N:10]([C:14]2[CH:19]=[CH:18][C:17]([O:20][CH3:21])=[C:16]([O:22][CH:23]3[CH2:27][CH2:26][CH2:25][CH2:24]3)[CH:15]=2)[CH2:9]1)[C:2]1[CH:7]=[CH:6][CH:5]=[CH:4][CH:3]=1.[O:28]=[C:29]1[NH:33][CH:32]([C:34](O)=[O:35])[CH2:31][NH:30]1.C(N(C(C)C)CC)(C)C.C1CN([P+](ON2N=NC3C=CC=CC2=3)(N2CCCC2)N2CCCC2)CC1.F[P-](F)(F)(F)(F)F. The catalyst is C(Cl)Cl.CN(C=O)C. The product is [CH2:1]([C@H:8]1[CH2:9][N:10]([C:14]2[CH:19]=[CH:18][C:17]([O:20][CH3:21])=[C:16]([O:22][CH:23]3[CH2:27][CH2:26][CH2:25][CH2:24]3)[CH:15]=2)[CH2:11][CH2:12][N:13]1[C:34]([CH:32]1[CH2:31][NH:30][C:29](=[O:28])[NH:33]1)=[O:35])[C:2]1[CH:3]=[CH:4][CH:5]=[CH:6][CH:7]=1. The yield is 0.300. (4) The reactants are [Cl-].[CH3:2][O:3][CH2:4][P+](C1C=CC=CC=1)(C1C=CC=CC=1)C1C=CC=CC=1.CC(C)([O-])C.[K+].[C:30]([C:34]1[CH:39]=[CH:38][C:37]([N:40]2[CH2:44][CH2:43][C:42]3([CH2:49][CH2:48][C:47](=O)[CH2:46][CH2:45]3)[C:41]2=[O:51])=[CH:36][CH:35]=1)([CH3:33])([CH3:32])[CH3:31]. The catalyst is C1COCC1. The product is [C:30]([C:34]1[CH:35]=[CH:36][C:37]([N:40]2[CH2:44][CH2:43][C:42]3([CH2:49][CH2:48][C:47](=[CH:2][O:3][CH3:4])[CH2:46][CH2:45]3)[C:41]2=[O:51])=[CH:38][CH:39]=1)([CH3:32])([CH3:31])[CH3:33]. The yield is 0.820. (5) The reactants are [CH3:1][C:2]1[CH:12]=[C:11]([CH:13]=[CH2:14])[CH:10]=[CH:9][C:3]=1[C:4]([O:6][CH2:7][CH3:8])=[O:5].Br[CH:16]([C:21]1[CH:26]=[C:25]([Cl:27])[CH:24]=[C:23]([Cl:28])[CH:22]=1)[C:17]([F:20])([F:19])[F:18].N1C=CC=CC=1C1C=CC=CN=1. The catalyst is ClC1C=CC=CC=1Cl.[Cu]Cl. The product is [Cl:27][C:25]1[CH:26]=[C:21]([CH:16]([C:17]([F:20])([F:18])[F:19])/[CH:14]=[CH:13]/[C:11]2[CH:10]=[CH:9][C:3]([C:4]([O:6][CH2:7][CH3:8])=[O:5])=[C:2]([CH3:1])[CH:12]=2)[CH:22]=[C:23]([Cl:28])[CH:24]=1. The yield is 0.400.